From a dataset of Catalyst prediction with 721,799 reactions and 888 catalyst types from USPTO. Predict which catalyst facilitates the given reaction. (1) Reactant: I[C:2]1[C:7]([CH:8]([CH3:10])[CH3:9])=[CH:6][C:5]([Br:11])=[CH:4][C:3]=1[CH:12]([CH3:14])[CH3:13].[Li]CCCC.CN([CH:23]=[O:24])C. Product: [CH:12]([C:3]1[CH:4]=[C:5]([Br:11])[CH:6]=[C:7]([CH:8]([CH3:10])[CH3:9])[C:2]=1[CH:23]=[O:24])([CH3:14])[CH3:13]. The catalyst class is: 11. (2) Reactant: O1[CH2:6][CH2:5][CH:4]([C:7]#[N:8])[CH2:3]C1.Cl.[CH3:10][NH:11][OH:12].[C:13](=[O:16])([O-])[O-].[Na+].[Na+].O. Product: [OH:12][N:11]([CH3:10])[C:7]([CH:4]1[CH2:3][CH2:13][O:16][CH2:6][CH2:5]1)=[NH:8]. The catalyst class is: 88. (3) Reactant: Br[CH:2]([C:13]1[CH:14]=[CH:15][C:16]2[N:17]([C:19]([CH:22]([CH3:24])[CH3:23])=[N:20][N:21]=2)[N:18]=1)[C:3]([C:5]1[CH:10]=[CH:9][C:8]([F:11])=[CH:7][C:6]=1[F:12])=O.[CH:25]([N:28]1[CH2:33][CH2:32][N:31]([C:34](=[S:36])[NH2:35])[CH2:30][CH2:29]1)([CH3:27])[CH3:26]. Product: [F:12][C:6]1[CH:7]=[C:8]([F:11])[CH:9]=[CH:10][C:5]=1[C:3]1[N:35]=[C:34]([N:31]2[CH2:32][CH2:33][N:28]([CH:25]([CH3:27])[CH3:26])[CH2:29][CH2:30]2)[S:36][C:2]=1[C:13]1[CH:14]=[CH:15][C:16]2[N:17]([C:19]([CH:22]([CH3:24])[CH3:23])=[N:20][N:21]=2)[N:18]=1. The catalyst class is: 14. (4) Reactant: [CH2:1]([O:3][C:4](=[O:22])[C:5]([C:10](=[O:21])[C:11]1[CH:16]=[CH:15][CH:14]=[CH:13][C:12]=1[C:17]([F:20])([F:19])[F:18])=[CH:6][N:7](C)C)[CH3:2].Cl.NO. Product: [CH2:1]([O:3][C:4]([C:5]1[CH:6]=[N:7][O:21][C:10]=1[C:11]1[CH:16]=[CH:15][CH:14]=[CH:13][C:12]=1[C:17]([F:20])([F:19])[F:18])=[O:22])[CH3:2]. The catalyst class is: 5. (5) Reactant: [C:1]([C:3]1[CH:4]=[C:5]([C@@H:13]([CH2:17][CH:18]2[CH2:22][CH2:21][CH2:20][CH2:19]2)[C:14](O)=[O:15])[CH:6]=[CH:7][C:8]=1[S:9]([CH3:12])(=[O:11])=[O:10])#[N:2].C(Cl)(=O)C(Cl)=O.[C:29]([Si:33]([CH3:44])([CH3:43])[O:34][CH2:35][CH2:36][N:37]1[CH:41]=[CH:40][C:39]([NH2:42])=[N:38]1)([CH3:32])([CH3:31])[CH3:30].N1C(C)=CC=CC=1C. Product: [C:29]([Si:33]([CH3:44])([CH3:43])[O:34][CH2:35][CH2:36][N:37]1[CH:41]=[CH:40][C:39]([NH:42][C:14](=[O:15])[C@@H:13]([C:5]2[CH:6]=[CH:7][C:8]([S:9]([CH3:12])(=[O:11])=[O:10])=[C:3]([C:1]#[N:2])[CH:4]=2)[CH2:17][CH:18]2[CH2:19][CH2:20][CH2:21][CH2:22]2)=[N:38]1)([CH3:32])([CH3:31])[CH3:30]. The catalyst class is: 454. (6) Reactant: [SH:1][CH2:2][CH:3]1[CH2:7][S:6][CH2:5][S:4]1.[Cl:8][CH2:9][CH2:10][C:11](Cl)=[O:12]. Product: [Cl:8][CH2:9][CH2:10][C:11]([S:1][CH2:2][CH:3]1[CH2:7][S:6][CH2:5][S:4]1)=[O:12]. The catalyst class is: 11. (7) Reactant: [Si:1]([O:8][C:9]1[CH:10]=[C:11]([C:15](=[O:17])[CH3:16])[CH:12]=[CH:13][CH:14]=1)([C:4]([CH3:7])([CH3:6])[CH3:5])([CH3:3])[CH3:2].[Br-:18].[Br-].[Br-].C1([N+](C)(C)C)C=CC=CC=1.C1([N+](C)(C)C)C=CC=CC=1.C1([N+](C)(C)C)C=CC=CC=1.S([O-])([O-])(=O)=S.[Na+].[Na+]. Product: [Br:18][CH2:16][C:15]([C:11]1[CH:12]=[CH:13][CH:14]=[C:9]([O:8][Si:1]([C:4]([CH3:7])([CH3:6])[CH3:5])([CH3:3])[CH3:2])[CH:10]=1)=[O:17]. The catalyst class is: 27.